This data is from Peptide-MHC class I binding affinity with 185,985 pairs from IEDB/IMGT. The task is: Regression. Given a peptide amino acid sequence and an MHC pseudo amino acid sequence, predict their binding affinity value. This is MHC class I binding data. (1) The peptide sequence is MSDLTFSEE. The MHC is HLA-B27:05 with pseudo-sequence HLA-B27:05. The binding affinity (normalized) is 0.0847. (2) The peptide sequence is LLSLEIVFF. The binding affinity (normalized) is 0.542. The MHC is HLA-B15:01 with pseudo-sequence HLA-B15:01. (3) The binding affinity (normalized) is 0.213. The peptide sequence is EECDSELEI. The MHC is HLA-A66:01 with pseudo-sequence HLA-A66:01. (4) The peptide sequence is AAFLDDNAF. The binding affinity (normalized) is 0.0847. The MHC is HLA-A26:01 with pseudo-sequence HLA-A26:01. (5) The peptide sequence is ARESEKVFA. The MHC is Mamu-B03 with pseudo-sequence Mamu-B03. The binding affinity (normalized) is 0.0586. (6) The peptide sequence is NKRVKHGDLW. The MHC is Mamu-B17 with pseudo-sequence Mamu-B17. The binding affinity (normalized) is 0.425.